Task: Predict which catalyst facilitates the given reaction.. Dataset: Catalyst prediction with 721,799 reactions and 888 catalyst types from USPTO (1) Reactant: [NH2:1][C:2]1[CH:7]=[CH:6][CH:5]=[CH:4][CH:3]=1.[CH3:8][C:9]([CH3:14])=[CH:10][C:11](Cl)=[O:12]. The catalyst class is: 22. Product: [CH3:8][C:9]1([CH3:14])[C:7]2[C:2](=[CH:3][CH:4]=[CH:5][CH:6]=2)[NH:1][C:11](=[O:12])[CH2:10]1. (2) Product: [F:15][C:14]([F:17])([F:16])[C:11]1[CH:12]=[CH:13][C:8]([C:6]2[N:5]=[CH:4][N:3]=[C:2]([O:18][C:19]3[CH:20]=[CH:21][CH:22]=[C:23]4[C:28]=3[N:27]=[CH:26][CH:25]=[CH:24]4)[CH:7]=2)=[CH:9][CH:10]=1. Reactant: Cl[C:2]1[CH:7]=[C:6]([C:8]2[CH:13]=[CH:12][C:11]([C:14]([F:17])([F:16])[F:15])=[CH:10][CH:9]=2)[N:5]=[CH:4][N:3]=1.[OH:18][C:19]1[CH:20]=[CH:21][CH:22]=[C:23]2[C:28]=1[N:27]=[CH:26][CH:25]=[CH:24]2.[H-].[Na+]. The catalyst class is: 3. (3) Reactant: [Cl:1][C:2]1[N:3]=[CH:4][C:5]([C:8](OC)=[O:9])=[N:6][CH:7]=1.[H-].C([Al+]CC(C)C)C(C)C. Product: [Cl:1][C:2]1[N:3]=[CH:4][C:5]([CH2:8][OH:9])=[N:6][CH:7]=1. The catalyst class is: 7. (4) Reactant: [O:1]=[C:2]1[C:11]2[CH:10]=[CH:9][CH:8]=[C:7]3[NH:12][CH:13]([C:23]4[CH:28]=[CH:27][CH:26]=[CH:25][CH:24]=4)[CH:14]([C:15]4[CH:16]=[C:17]([CH:20]=[CH:21][CH:22]=4)[CH:18]=O)[C:5]([C:6]=23)=[N:4][NH:3]1.[CH:29]1([NH2:32])[CH2:31][CH2:30]1.[BH4-].[Na+]. Product: [CH:29]1([NH:32][CH2:18][C:17]2[CH:16]=[C:15]([CH:14]3[C:5]4=[N:4][NH:3][C:2](=[O:1])[C:11]5[CH:10]=[CH:9][CH:8]=[C:7]([C:6]=54)[NH:12][CH:13]3[C:23]3[CH:28]=[CH:27][CH:26]=[CH:25][CH:24]=3)[CH:22]=[CH:21][CH:20]=2)[CH2:31][CH2:30]1. The catalyst class is: 5. (5) Product: [N:15]1([CH2:14][CH2:13][CH2:12][NH:11][C:2]2[CH:7]=[CH:6][CH:5]=[C:4]([N+:8]([O-:10])=[O:9])[CH:3]=2)[CH2:20][CH2:19][O:18][CH2:17][CH2:16]1. The catalyst class is: 16. Reactant: F[C:2]1[CH:3]=[C:4]([N+:8]([O-:10])=[O:9])[CH:5]=[CH:6][CH:7]=1.[NH2:11][CH2:12][CH2:13][CH2:14][N:15]1[CH2:20][CH2:19][O:18][CH2:17][CH2:16]1.O. (6) Reactant: Br[C:2]1[CH:15]=[CH:14][C:5]([O:6][C:7]2[CH:12]=[CH:11][CH:10]=[C:9]([F:13])[CH:8]=2)=[CH:4][CH:3]=1.[Li]CCCC.[B:21](OC(C)C)([O:26]C(C)C)[O:22]C(C)C. Product: [F:13][C:9]1[CH:8]=[C:7]([CH:12]=[CH:11][CH:10]=1)[O:6][C:5]1[CH:14]=[CH:15][C:2]([B:21]([OH:26])[OH:22])=[CH:3][CH:4]=1. The catalyst class is: 1. (7) Reactant: Br[C:2]1[CH:3]=[C:4]2[CH:10]=[CH:9][N:8](S(C)(=O)=O)[C:5]2=[N:6][CH:7]=1.[NH:15]1[CH2:19][CH2:18][CH2:17][CH2:16]1.CN([CH:23]=[O:24])C. Product: [N:15]1([C:23]([C:2]2[CH:3]=[C:4]3[CH:10]=[CH:9][NH:8][C:5]3=[N:6][CH:7]=2)=[O:24])[CH2:19][CH2:18][CH2:17][CH2:16]1. The catalyst class is: 140. (8) Reactant: N(C(C)C)C(C)C.[Li]CCCC.CC(C)=O.C(=O)=O.[CH2:20]([N:24]1[C:32]2[C:27](=[CH:28][CH:29]=[C:30]([O:33][CH3:34])[CH:31]=2)[C:26]([C:35]#[N:36])=[CH:25]1)[CH2:21][CH2:22][CH3:23].B(OC)(OC)OC.I[C:45]1[CH:51]=[CH:50][C:48]([NH2:49])=[CH:47][CH:46]=1. Product: [NH2:49][C:48]1[CH:50]=[CH:51][C:45]([C:25]2[N:24]([CH2:20][CH2:21][CH2:22][CH3:23])[C:32]3[C:27]([C:26]=2[C:35]#[N:36])=[CH:28][CH:29]=[C:30]([O:33][CH3:34])[CH:31]=3)=[CH:46][CH:47]=1. The catalyst class is: 118. (9) Reactant: [H-].[Na+].[S:3]1[CH:7]=[CH:6][CH:5]=[C:4]1[C:8]1[N:9]=[CH:10][NH:11][CH:12]=1.[CH3:13][O:14][CH:15]([O:18][CH3:19])[CH2:16]Br. Product: [CH3:13][O:14][CH:15]([O:18][CH3:19])[CH2:16][N:11]1[CH:12]=[C:8]([C:4]2[S:3][CH:7]=[CH:6][CH:5]=2)[N:9]=[CH:10]1. The catalyst class is: 3.